From a dataset of Forward reaction prediction with 1.9M reactions from USPTO patents (1976-2016). Predict the product of the given reaction. (1) Given the reactants [O:1]=[C:2]1[C@@H:6]([NH:7][C:8](=[O:14])[O:9][C:10]([CH3:13])([CH3:12])[CH3:11])[CH2:5][CH2:4][N:3]1[CH:15]1[CH2:20][CH2:19][NH:18][CH2:17][CH2:16]1.C(N(C(C)C)C(C)C)C.Cl[C:31]1[C:36]([Cl:37])=[CH:35][C:34]([C:38]([F:41])([F:40])[F:39])=[CH:33][N:32]=1, predict the reaction product. The product is: [Cl:37][C:36]1[C:31]([N:18]2[CH2:17][CH2:16][CH:15]([N:3]3[CH2:4][CH2:5][C@H:6]([NH:7][C:8](=[O:14])[O:9][C:10]([CH3:13])([CH3:12])[CH3:11])[C:2]3=[O:1])[CH2:20][CH2:19]2)=[N:32][CH:33]=[C:34]([C:38]([F:40])([F:39])[F:41])[CH:35]=1. (2) The product is: [OH:8][N:9]1[C:14]2[N:15]=[CH:16][N:17]=[CH:18][C:13]=2[C:12]([NH:19][CH2:20][CH2:21][C:22]2[CH:27]=[CH:26][CH:25]=[CH:24][CH:23]=2)=[CH:11][C:10]1=[O:28]. Given the reactants C([O:8][N:9]1[C:14]2[N:15]=[CH:16][N:17]=[CH:18][C:13]=2[C:12]([NH:19][CH2:20][CH2:21][C:22]2[CH:27]=[CH:26][CH:25]=[CH:24][CH:23]=2)=[CH:11][C:10]1=[O:28])C1C=CC=CC=1.[H][H], predict the reaction product. (3) Given the reactants [CH2:1]([N:8]1[CH2:13][CH2:12][O:11][C:10]([F:15])([F:14])[CH2:9]1)[C:2]1C=CC=CC=1.C(N(CC)CC)C.CS(OCC[N:30]1[C:34](=[O:35])[C:33]2[CH:36]=[C:37]([C:39]3[CH:44]=[CH:43][N:42]=[C:41]([NH:45][C:46]4[N:47]([CH3:51])[N:48]=[CH:49][CH:50]=4)[N:40]=3)[S:38][C:32]=2[C:31]1([CH3:53])[CH3:52])(=O)=O.C(#N)C, predict the reaction product. The product is: [F:15][C:10]1([F:14])[O:11][CH2:12][CH2:13][N:8]([CH2:1][CH2:2][N:30]2[C:34](=[O:35])[C:33]3[CH:36]=[C:37]([C:39]4[CH:44]=[CH:43][N:42]=[C:41]([NH:45][C:46]5[N:47]([CH3:51])[N:48]=[CH:49][CH:50]=5)[N:40]=4)[S:38][C:32]=3[C:31]2([CH3:53])[CH3:52])[CH2:9]1. (4) Given the reactants [C:1]1([S:7]([CH2:10][C:11]([NH:13][NH2:14])=[O:12])(=[O:9])=[O:8])[CH:6]=[CH:5][CH:4]=[CH:3][CH:2]=1.[Cl-].Cl[C:17](=[N+:19]([CH3:21])[CH3:20])Cl.C(N(CC)CC)C, predict the reaction product. The product is: [C:1]1([S:7]([CH2:10][C:11]2[O:12][C:17]([N:19]([CH3:21])[CH3:20])=[N:14][N:13]=2)(=[O:8])=[O:9])[CH:2]=[CH:3][CH:4]=[CH:5][CH:6]=1. (5) Given the reactants [CH3:1][C:2]1[NH:3][CH:4]=[CH:5][N:6]=1.[CH3:7][N:8]1[C:20]2[CH2:19][CH2:18][C:17](=[CH2:21])[C:16](=[O:22])[C:15]=2[C:14]2[C:9]1=[CH:10][CH:11]=[CH:12][CH:13]=2, predict the reaction product. The product is: [CH3:1][C:2]1[N:6]([CH2:21][CH:17]2[C:16](=[O:22])[C:15]3[C:14]4[CH:13]=[CH:12][CH:11]=[CH:10][C:9]=4[N:8]([CH3:7])[C:20]=3[CH2:19][CH2:18]2)[CH:5]=[CH:4][N:3]=1.